This data is from Catalyst prediction with 721,799 reactions and 888 catalyst types from USPTO. The task is: Predict which catalyst facilitates the given reaction. (1) Reactant: [C:1]([CH2:3][C:4]1[CH:9]=[CH:8][C:7]([CH:10]2[CH2:15][CH2:14][N:13](C(OC(C)(C)C)=O)[CH2:12][CH2:11]2)=[CH:6][CH:5]=1)#[N:2].[ClH:23]. Product: [ClH:23].[NH:13]1[CH2:14][CH2:15][CH:10]([C:7]2[CH:6]=[CH:5][C:4]([CH2:3][C:1]#[N:2])=[CH:9][CH:8]=2)[CH2:11][CH2:12]1. The catalyst class is: 12. (2) Reactant: [OH:1][C:2]1[CH:17]=[CH:16][CH:15]=[CH:14][C:3]=1[CH2:4][C:5]1[CH:13]=[CH:12][C:8]([C:9]([NH2:11])=[O:10])=[CH:7][CH:6]=1.C(O[C@@H:22]1[O:39][C@H:38]([CH2:40][O:41]C(=O)C)[C@@H:33]([O:34]C(=O)C)[C@H:28]([O:29]C(=O)C)[C@H:23]1[O:24]C(=O)C)(=O)C. Product: [O:1]([C:2]1[CH:17]=[CH:16][CH:15]=[CH:14][C:3]=1[CH2:4][C:5]1[CH:13]=[CH:12][C:8]([C:9](=[O:10])[NH2:11])=[CH:7][CH:6]=1)[C@@H:22]1[O:39][C@H:38]([CH2:40][OH:41])[C@@H:33]([OH:34])[C@H:28]([OH:29])[C@H:23]1[OH:24]. The catalyst class is: 11. (3) Reactant: Br[C:2]1[CH:3]=[CH:4][C:5]2[O:9][C:8]([CH:10]([NH:17][C:18]3[CH:23]=[CH:22][C:21]([C:24]([N:26]([CH3:34])[CH2:27][CH2:28][C:29]([O:31][CH2:32][CH3:33])=[O:30])=[O:25])=[CH:20][CH:19]=3)[CH:11]3[CH2:16][CH2:15][CH2:14][CH2:13][CH2:12]3)=[C:7]([CH3:35])[C:6]=2[CH:36]=1.[CH3:37][C:38]1[C:42](B(O)O)=[C:41]([CH3:46])[O:40][N:39]=1.C(=O)([O-])[O-].[Na+].[Na+].C1(P(C2CCCCC2)C2C=CC=CC=2C2C(OC)=CC=CC=2OC)CCCCC1. Product: [CH:11]1([CH:10]([NH:17][C:18]2[CH:23]=[CH:22][C:21]([C:24]([N:26]([CH3:34])[CH2:27][CH2:28][C:29]([O:31][CH2:32][CH3:33])=[O:30])=[O:25])=[CH:20][CH:19]=2)[C:8]2[O:9][C:5]3[CH:4]=[CH:3][C:2]([C:42]4[C:38]([CH3:37])=[N:39][O:40][C:41]=4[CH3:46])=[CH:36][C:6]=3[C:7]=2[CH3:35])[CH2:16][CH2:15][CH2:14][CH2:13][CH2:12]1. The catalyst class is: 101. (4) Reactant: [CH3:1][C@H:2]1[CH2:6][CH2:5][CH2:4][N:3]1[C@H:7]1[CH2:11][CH2:10][N:9]([C:12]2[CH:17]=[CH:16][C:15]([N+:18]([O-])=O)=[C:14]([CH3:21])[N:13]=2)[CH2:8]1. Product: [CH3:21][C:14]1[C:15]([NH2:18])=[CH:16][CH:17]=[C:12]([N:9]2[CH2:10][CH2:11][C@H:7]([N:3]3[CH2:4][CH2:5][CH2:6][C@@H:2]3[CH3:1])[CH2:8]2)[N:13]=1. The catalyst class is: 19. (5) Reactant: [F:1][C:2]1[CH:7]=[CH:6][C:5]([N:8]2[C:16]3[C:11](=[CH:12][C:13](O)=[CH:14][CH:15]=3)[CH2:10][CH2:9]2)=[CH:4][CH:3]=1.[C:18]([O-:21])([O-])=O.[K+].[K+].[Br:24][CH2:25][CH2:26][CH2:27][CH2:28][CH2:29]CBr. Product: [Br:24][CH2:25][CH2:26][CH2:27][CH2:28][CH2:29][CH2:18][O:21][CH:9]1[CH2:10][C:11]2[C:16](=[CH:15][CH:14]=[CH:13][CH:12]=2)[N:8]1[C:5]1[CH:6]=[CH:7][C:2]([F:1])=[CH:3][CH:4]=1. The catalyst class is: 21. (6) Reactant: C(=O)([O-])[O-].[Cs+].[Cs+].[OH:7][C:8]1[CH:9]=[C:10]([CH:21]=[C:22]([O:24][CH:25]([CH3:27])[CH3:26])[CH:23]=1)[C:11]([NH:13][C:14]1[CH:19]=[N:18][C:17]([CH3:20])=[CH:16][N:15]=1)=[O:12].[N:28]1([C:32]([C:34]2[CH:35]=[C:36]([Cl:41])[C:37](Cl)=[N:38][CH:39]=2)=[O:33])[CH2:31][CH2:30][CH2:29]1. Product: [N:28]1([C:32]([C:34]2[CH:35]=[C:36]([Cl:41])[C:37]([O:7][C:8]3[CH:9]=[C:10]([CH:21]=[C:22]([O:24][CH:25]([CH3:27])[CH3:26])[CH:23]=3)[C:11]([NH:13][C:14]3[CH:19]=[N:18][C:17]([CH3:20])=[CH:16][N:15]=3)=[O:12])=[N:38][CH:39]=2)=[O:33])[CH2:31][CH2:30][CH2:29]1. The catalyst class is: 10. (7) Reactant: [CH2:1]([N:13]([CH3:20])[CH2:14][CH2:15][C:16]([CH3:19])([NH2:18])[CH3:17])[CH2:2][CH2:3][CH2:4][CH2:5][CH2:6][CH2:7][CH2:8][CH2:9][CH2:10][CH2:11][CH3:12].[C:21](ON1C(=O)CCC1=O)([O:23][CH2:24][C:25]1[CH:30]=[CH:29][CH:28]=[CH:27][CH:26]=1)=[O:22]. Product: [CH2:1]([N:13]([CH3:20])[CH2:14][CH2:15][C:16]([NH:18][C:21](=[O:22])[O:23][CH2:24][C:25]1[CH:30]=[CH:29][CH:28]=[CH:27][CH:26]=1)([CH3:19])[CH3:17])[CH2:2][CH2:3][CH2:4][CH2:5][CH2:6][CH2:7][CH2:8][CH2:9][CH2:10][CH2:11][CH3:12]. The catalyst class is: 1. (8) Reactant: [CH2:1]([C:3]1[NH:13][C:6]2=[N:7][C:8]([CH3:12])=[CH:9][C:10]([CH3:11])=[C:5]2[N:4]=1)[CH3:2].[CH3:14][C:15]([CH3:18])([O-])[CH3:16].[K+].C(O[CH2:24][CH3:25])(=O)C. Product: [CH2:1]([C:3]1[N:13]([CH2:14][C:15]2[CH:18]=[CH:25][C:24]3/[C:14](=[CH:1]/[C:3]#[N:4])/[C:15]4[CH:18]=[CH:6][CH:5]=[CH:10][C:16]=4[CH2:12][CH2:8][C:9]=3[CH:16]=2)[C:6]2=[N:7][C:8]([CH3:12])=[CH:9][C:10]([CH3:11])=[C:5]2[N:4]=1)[CH3:2]. The catalyst class is: 3. (9) Product: [CH3:16][O:1][CH2:2][CH2:3][S:4][C:5]1[CH:13]=[CH:12][C:8]([C:9]([OH:11])=[O:10])=[CH:7][CH:6]=1. The catalyst class is: 3. Reactant: [OH:1][CH2:2][CH2:3][S:4][C:5]1[CH:13]=[CH:12][C:8]([C:9]([OH:11])=[O:10])=[CH:7][CH:6]=1.[H-].[Na+].[CH3:16]I. (10) The catalyst class is: 11. Reactant: [Br:1][C:2]1[CH:3]=[C:4]2[C:9](=[CH:10][C:11]=1[F:12])[N:8]=[C:7]([C:13]1[CH:14]=[N:15][CH:16]=[CH:17][CH:18]=1)[N:6]=[C:5]2O.O=P(Cl)(Cl)Cl.C1COCC1.[CH3:30][NH2:31]. Product: [Br:1][C:2]1[CH:3]=[C:4]2[C:9](=[CH:10][C:11]=1[F:12])[N:8]=[C:7]([C:13]1[CH:14]=[N:15][CH:16]=[CH:17][CH:18]=1)[N:6]=[C:5]2[NH:31][CH3:30].